Dataset: Full USPTO retrosynthesis dataset with 1.9M reactions from patents (1976-2016). Task: Predict the reactants needed to synthesize the given product. (1) Given the product [CH3:34][C:24]1[CH:29]=[CH:28][C:27]([S:30]([O:16]/[CH:1]=[CH:2]\[CH2:3][CH:4]=[CH:5][CH2:6][CH2:7][CH2:8][CH2:9][CH2:10][CH2:11][CH2:12][CH2:13][CH2:14][CH3:15])(=[O:32])=[O:31])=[CH:26][CH:25]=1, predict the reactants needed to synthesize it. The reactants are: [CH2:1]([OH:16])[CH2:2][CH2:3]/[CH:4]=[CH:5]\[CH2:6][CH2:7][CH2:8][CH2:9][CH2:10][CH2:11][CH2:12][CH2:13][CH2:14][CH3:15].CCN(CC)CC.[C:24]1([CH3:34])[CH:29]=[CH:28][C:27]([S:30](Cl)(=[O:32])=[O:31])=[CH:26][CH:25]=1.C([O-])(O)=O.[Na+]. (2) Given the product [CH:18]1([NH:21][CH:14]2[CH2:15][CH2:16][CH:11]([NH:10][C:6]3[CH:5]=[C:4]4[C:9](=[CH:8][CH:7]=3)[NH:1][N:2]=[CH:3]4)[CH2:12][CH2:13]2)[CH2:20][CH2:19]1, predict the reactants needed to synthesize it. The reactants are: [NH:1]1[C:9]2[C:4](=[CH:5][C:6]([NH:10][CH:11]3[CH2:16][CH2:15][C:14](=O)[CH2:13][CH2:12]3)=[CH:7][CH:8]=2)[CH:3]=[N:2]1.[CH:18]1([NH2:21])[CH2:20][CH2:19]1.C(O[BH-](OC(=O)C)OC(=O)C)(=O)C.[Na+].Cl.CO. (3) The reactants are: [F:1][C:2]1[CH:7]=[CH:6][C:5]([N:8]2[CH:12]=[C:11]([C:13]3[CH:18]=[CH:17][C:16]([C@@H:19]4[O:24][CH2:23][CH2:22][N:21](C(OC(C)(C)C)=O)[CH2:20]4)=[CH:15][CH:14]=3)[CH:10]=[N:9]2)=[CH:4][CH:3]=1.[ClH:32].CCOCC. Given the product [ClH:32].[F:1][C:2]1[CH:7]=[CH:6][C:5]([N:8]2[CH:12]=[C:11]([C:13]3[CH:14]=[CH:15][C:16]([C@@H:19]4[O:24][CH2:23][CH2:22][NH:21][CH2:20]4)=[CH:17][CH:18]=3)[CH:10]=[N:9]2)=[CH:4][CH:3]=1, predict the reactants needed to synthesize it. (4) Given the product [NH2:22][C:19]1[N:18]=[CH:17][C:16]([C:12]2[CH:11]=[C:10]([C:8]3[CH2:7][C:6](=[O:23])[NH:61][C:52]4[CH:53]=[C:54]([C:57]([F:58])([F:59])[F:60])[CH:55]=[CH:56][C:51]=4[N:50]=3)[CH:15]=[CH:14][CH:13]=2)=[CH:21][CH:20]=1, predict the reactants needed to synthesize it. The reactants are: C(O[C:6](=[O:23])[CH2:7][C:8]([C:10]1[CH:15]=[CH:14][CH:13]=[C:12]([C:16]2[CH:17]=[N:18][C:19]([NH2:22])=[CH:20][CH:21]=2)[CH:11]=1)=O)(C)(C)C.CC(OC(OC(OC(C)(C)C)=O)=O)(C)C.C([O-])(O)=O.[Na+].C(OC(=O)[NH:50][C:51]1[CH:56]=[CH:55][C:54]([C:57]([F:60])([F:59])[F:58])=[CH:53][C:52]=1[NH2:61])(C)(C)C.